This data is from Forward reaction prediction with 1.9M reactions from USPTO patents (1976-2016). The task is: Predict the product of the given reaction. (1) Given the reactants FC(F)(F)C(O)=O.[CH:8]1([N:11]2[CH:16]=[CH:15][C:14]([O:17]CC3C=CC(OC)=CC=3)=[CH:13][C:12]2=[O:27])[CH2:10][CH2:9]1, predict the reaction product. The product is: [CH:8]1([N:11]2[CH:16]=[CH:15][C:14]([OH:17])=[CH:13][C:12]2=[O:27])[CH2:10][CH2:9]1. (2) Given the reactants [CH:1]([C:3]1[S:7][C:6]([C:8]([OH:10])=O)=[CH:5][CH:4]=1)=[O:2].[OH:11][C:12]1[C:21]([CH3:22])=[CH:20][C:15]([C:16]([NH:18]O)=[NH:17])=[CH:14][C:13]=1[CH3:23], predict the reaction product. The product is: [OH:11][C:12]1[C:13]([CH3:23])=[CH:14][C:15]([C:16]2[N:17]=[C:8]([C:6]3[S:7][C:3]([CH:1]=[O:2])=[CH:4][CH:5]=3)[O:10][N:18]=2)=[CH:20][C:21]=1[CH3:22]. (3) Given the reactants B(Br)(Br)Br.C[O:6][C:7]1[CH:19]=[CH:18][C:10]([C:11]([C:13]2[CH:17]=[CH:16][O:15][N:14]=2)=[O:12])=[CH:9][CH:8]=1.CO, predict the reaction product. The product is: [OH:6][C:7]1[CH:19]=[CH:18][C:10]([C:11]([C:13]2[CH:17]=[CH:16][O:15][N:14]=2)=[O:12])=[CH:9][CH:8]=1.